This data is from Full USPTO retrosynthesis dataset with 1.9M reactions from patents (1976-2016). The task is: Predict the reactants needed to synthesize the given product. (1) The reactants are: [CH2:1]([C:3]1[CH:4]=[C:5]([CH:7]=[CH:8][CH:9]=1)[NH2:6])[CH3:2].[CH3:10][C:11](OC(C)=O)=[O:12]. Given the product [CH2:1]([C:3]1[CH:4]=[C:5]([NH:6][C:11](=[O:12])[CH3:10])[CH:7]=[CH:8][CH:9]=1)[CH3:2], predict the reactants needed to synthesize it. (2) Given the product [O:32]=[C:26]1[CH:25]([N:18]2[C:17](=[O:33])[C:16]3[C:20](=[CH:21][CH:22]=[CH:23][C:15]=3[CH2:14][NH:13][C:34](=[O:41])[C:35]3[CH:40]=[CH:39][CH:38]=[CH:37][CH:36]=3)[C:19]2=[O:24])[CH2:30][CH2:29][C:28](=[O:31])[NH:27]1, predict the reactants needed to synthesize it. The reactants are: N12CCCN=C1CCCCC2.Cl.[NH2:13][CH2:14][C:15]1[CH:23]=[CH:22][CH:21]=[C:20]2[C:16]=1[C:17](=[O:33])[N:18]([CH:25]1[CH2:30][CH2:29][C:28](=[O:31])[NH:27][C:26]1=[O:32])[C:19]2=[O:24].[C:34](Cl)(=[O:41])[C:35]1[CH:40]=[CH:39][CH:38]=[CH:37][CH:36]=1.